This data is from Reaction yield outcomes from USPTO patents with 853,638 reactions. The task is: Predict the reaction yield, written as a fraction of the theoretical maximum amount of product (1.0 means a 100% yield; for example, 0.34 means a 34% yield). (1) The reactants are [CH3:1][C:2]1[CH:3]=[C:4]([CH:7]=[C:8]([CH3:22])[C:9]=1[O:10][C:11]1[CH:16]=[CH:15][C:14]([O:17][CH3:18])=[C:13]([CH:19]([CH3:21])[CH3:20])[CH:12]=1)[CH2:5]O.P(Br)(Br)[Br:24]. The catalyst is COCCOC. The product is [CH3:1][C:2]1[CH:3]=[C:4]([CH:7]=[C:8]([CH3:22])[C:9]=1[O:10][C:11]1[CH:16]=[CH:15][C:14]([O:17][CH3:18])=[C:13]([CH:19]([CH3:21])[CH3:20])[CH:12]=1)[CH2:5][Br:24]. The yield is 0.820. (2) The reactants are Cl.[CH3:2][NH:3][CH3:4].[CH2:5]([O:23][C:24]1[CH:25]=[C:26]([CH:29]=[CH:30][C:31]=1[O:32][CH2:33][CH2:34][CH2:35][CH2:36][CH2:37][CH2:38][CH2:39][CH2:40]/[CH:41]=[CH:42]\[CH2:43]/[CH:44]=[CH:45]\[CH2:46][CH2:47][CH2:48][CH2:49][CH3:50])[CH:27]=O)[CH2:6][CH2:7][CH2:8][CH2:9][CH2:10][CH2:11][CH2:12]/[CH:13]=[CH:14]\[CH2:15]/[CH:16]=[CH:17]\[CH2:18][CH2:19][CH2:20][CH2:21][CH3:22].[BH4-].[Na+].N. The catalyst is C(O)C.CC(C)[O-].CC(C)[O-].CC(C)[O-].CC(C)[O-].[Ti+4].ClCCl. The product is [CH3:2][N:3]([CH2:27][C:26]1[CH:29]=[CH:30][C:31]([O:32][CH2:33][CH2:34][CH2:35][CH2:36][CH2:37][CH2:38][CH2:39][CH2:40]/[CH:41]=[CH:42]\[CH2:43]/[CH:44]=[CH:45]\[CH2:46][CH2:47][CH2:48][CH2:49][CH3:50])=[C:24]([O:23][CH2:5][CH2:6][CH2:7][CH2:8][CH2:9][CH2:10][CH2:11][CH2:12]/[CH:13]=[CH:14]\[CH2:15]/[CH:16]=[CH:17]\[CH2:18][CH2:19][CH2:20][CH2:21][CH3:22])[CH:25]=1)[CH3:4]. The yield is 0.740. (3) The reactants are O.[NH2:2][NH2:3].[Br:4][C:5]1[CH:6]=[CH:7][C:8](F)=[C:9]([CH:12]=1)[C:10]#[N:11]. The catalyst is C(O)C.CCOC(C)=O. The product is [Br:4][C:5]1[CH:12]=[C:9]2[C:8](=[CH:7][CH:6]=1)[NH:3][N:2]=[C:10]2[NH2:11]. The yield is 0.910. (4) The reactants are [NH2:1][C:2]1[CH:10]=[CH:9][C:8]([C:11]([F:14])([F:13])[F:12])=[CH:7][C:3]=1[C:4]([OH:6])=[O:5].N1C=CC=CC=1.Cl[C:22](Cl)([O:24]C(=O)OC(Cl)(Cl)Cl)Cl. The catalyst is C(#N)C. The product is [F:14][C:11]([F:12])([F:13])[C:8]1[CH:9]=[CH:10][C:2]2[NH:1][C:22](=[O:24])[O:5][C:4](=[O:6])[C:3]=2[CH:7]=1. The yield is 0.450. (5) The reactants are [Cl:1][C:2]1[C:3]([C:8]2[CH:9]=[C:10]3[C:14](=[CH:15][CH:16]=2)[N:13]([CH2:17][CH3:18])[N:12]=[C:11]3[NH:19][C:20]([NH2:22])=[S:21])=[N:4][CH:5]=[CH:6][CH:7]=1.Br[CH2:24][CH:25](OCC)OCC.C(=O)([O-])O.[Na+]. The catalyst is C(O)C.C(OCC)(=O)C.O1CCCC1. The product is [Cl:1][C:2]1[C:3]([C:8]2[CH:9]=[C:10]3[C:14](=[CH:15][CH:16]=2)[N:13]([CH2:17][CH3:18])[N:12]=[C:11]3[NH:19][C:20]2[S:21][CH:24]=[CH:25][N:22]=2)=[N:4][CH:5]=[CH:6][CH:7]=1. The yield is 0.620. (6) The reactants are F[C:2]1[CH:12]=[CH:11][C:5]([C:6]([O:8][CH2:9][CH3:10])=[O:7])=[CH:4][CH:3]=1.[NH:13]1[CH2:19][CH2:18][CH2:17][NH:16][CH2:15][CH2:14]1. The catalyst is CS(C)=O. The product is [N:13]1([C:2]2[CH:12]=[CH:11][C:5]([C:6]([O:8][CH2:9][CH3:10])=[O:7])=[CH:4][CH:3]=2)[CH2:19][CH2:18][CH2:17][NH:16][CH2:15][CH2:14]1. The yield is 0.940. (7) The reactants are [Cl:1][C:2]1[C:6]([C:7]([F:10])([F:9])[F:8])=[N:5][N:4]([CH3:11])[C:3]=1[C:12]1[CH:13]=[C:14]([NH2:20])[CH:15]=[CH:16][C:17]=1[O:18][CH3:19].[F:21][C:22]1[CH:27]=[CH:26][C:25]([N:28]=[C:29]=[O:30])=[CH:24][CH:23]=1. The catalyst is C(Cl)Cl. The product is [Cl:1][C:2]1[C:6]([C:7]([F:10])([F:8])[F:9])=[N:5][N:4]([CH3:11])[C:3]=1[C:12]1[CH:13]=[C:14]([NH:20][C:29]([NH:28][C:25]2[CH:26]=[CH:27][C:22]([F:21])=[CH:23][CH:24]=2)=[O:30])[CH:15]=[CH:16][C:17]=1[O:18][CH3:19]. The yield is 0.630. (8) The reactants are [CH:1]1([CH2:4][C:5]([OH:12])([CH3:11])[C:6]([O:8]CC)=[O:7])[CH2:3][CH2:2]1.[Li+].[OH-]. The catalyst is CO. The product is [CH:1]1([CH2:4][C:5]([OH:12])([CH3:11])[C:6]([OH:8])=[O:7])[CH2:3][CH2:2]1. The yield is 0.398. (9) The reactants are [OH:1][C:2]1([CH2:18][OH:19])[CH2:6][N:5]([C:7]([O:9][C:10]([CH3:13])([CH3:12])[CH3:11])=[O:8])[CH:4]([C:14]([O:16][CH3:17])=[O:15])[CH2:3]1.[Si:20](Cl)([C:23]([CH3:26])([CH3:25])[CH3:24])([CH3:22])[CH3:21].N1C=CN=C1. The catalyst is CN(C)C1C=CN=CC=1.CN(C)C=O.O. The product is [Si:20]([O:19][CH2:18][C:2]1([OH:1])[CH2:6][N:5]([C:7]([O:9][C:10]([CH3:13])([CH3:12])[CH3:11])=[O:8])[CH:4]([C:14]([O:16][CH3:17])=[O:15])[CH2:3]1)([C:23]([CH3:26])([CH3:25])[CH3:24])([CH3:22])[CH3:21]. The yield is 0.910. (10) The reactants are C1C=CC2N(O)N=NC=2C=1.CCN=C=NCCCN(C)C.C(N(C(C)C)CC)(C)C.[F:31][C:32]([F:53])([F:52])[C:33]1[O:37][N:36]=[C:35]([C:38]2[CH:39]=[C:40]([CH:49]=[CH:50][CH:51]=2)[C:41]([NH:43][CH2:44][CH2:45][C:46]([OH:48])=O)=[O:42])[N:34]=1.O[N:55]=[C:56]([NH2:63])[C:57]1[CH:62]=[CH:61][CH:60]=[CH:59][CH:58]=1. The catalyst is ClCCl.CN(C=O)C.C(OCC)(=O)C.C1(C)C=CC=CC=1. The product is [C:57]1([C:56]2[N:63]=[C:46]([CH2:45][CH2:44][NH:43][C:41](=[O:42])[C:40]3[CH:49]=[CH:50][CH:51]=[C:38]([C:35]4[N:34]=[C:33]([C:32]([F:31])([F:53])[F:52])[O:37][N:36]=4)[CH:39]=3)[O:48][N:55]=2)[CH:62]=[CH:61][CH:60]=[CH:59][CH:58]=1. The yield is 0.0700.